From a dataset of Reaction yield outcomes from USPTO patents with 853,638 reactions. Predict the reaction yield, written as a fraction of the theoretical maximum amount of product (1.0 means a 100% yield; for example, 0.34 means a 34% yield). The reactants are [F:1][C:2]([F:8])([F:7])[CH2:3][CH2:4][CH:5]=[O:6].[Br:9]Br. The catalyst is C(OCC)C. The product is [Br:9][CH:4]([CH2:3][C:2]([F:8])([F:7])[F:1])[CH:5]=[O:6]. The yield is 0.910.